Dataset: Forward reaction prediction with 1.9M reactions from USPTO patents (1976-2016). Task: Predict the product of the given reaction. Given the reactants Cl[C:2]1[CH:3]=[C:4]([CH:23]=[CH:24][C:25]=1[Cl:26])[O:5][CH:6]1[CH2:11][CH2:10][N:9]([S:12]([C:15]2[C:16]([CH3:22])=[N:17][N:18](C)[C:19]=2[CH3:20])(=[O:14])=[O:13])[CH2:8][CH2:7]1.ClC1C=C(C=CC=1Cl)NCC1CCN(S(C2C(C)=NN(C)C=2C)(=O)=O)CC1.Cl.ClC1C=C[C:59]([O:60]C2CCNCC2)=C(OC)C=1, predict the reaction product. The product is: [Cl:26][C:25]1[CH:24]=[CH:23][C:4]([O:5][CH:6]2[CH2:11][CH2:10][N:9]([S:12]([C:15]3[C:16]([CH3:22])=[N:17][NH:18][C:19]=3[CH3:20])(=[O:14])=[O:13])[CH2:8][CH2:7]2)=[C:3]([O:60][CH3:59])[CH:2]=1.